From a dataset of Forward reaction prediction with 1.9M reactions from USPTO patents (1976-2016). Predict the product of the given reaction. (1) Given the reactants Br[C:2]1[C:11]2[O:10][C:9]([C:12]3[CH:17]=[CH:16][N:15]=[CH:14][CH:13]=3)=[CH:8][C:7](=[O:18])[C:6]=2[CH:5]=[C:4]([CH3:19])[CH:3]=1.[CH:20]([O:22]CCCC)=[CH2:21].C(N(CC)CC)C.Cl, predict the reaction product. The product is: [CH3:19][C:4]1[CH:3]=[C:2]([C:20](=[O:22])[CH3:21])[C:11]2[O:10][C:9]([C:12]3[CH:17]=[CH:16][N:15]=[CH:14][CH:13]=3)=[CH:8][C:7](=[O:18])[C:6]=2[CH:5]=1. (2) Given the reactants [Br:1][C:2]1[CH:7]=[CH:6][C:5]([C@@H:8]([NH:10][C:11]([C:13]2[CH:14]=[C:15]3[C:19](=[CH:20][CH:21]=2)[N:18]([CH2:22][C:23]2[CH:28]=[CH:27][C:26]([C:29]4[C:30]([C:35]([O:37]C(C)(C)C)=[O:36])=[CH:31][CH:32]=[CH:33][CH:34]=4)=[CH:25][CH:24]=2)[N:17]=[C:16]3[CH3:42])=[O:12])[CH3:9])=[CH:4][CH:3]=1, predict the reaction product. The product is: [Br:1][C:2]1[CH:7]=[CH:6][C:5]([C@@H:8]([NH:10][C:11]([C:13]2[CH:14]=[C:15]3[C:19](=[CH:20][CH:21]=2)[N:18]([CH2:22][C:23]2[CH:28]=[CH:27][C:26]([C:29]4[C:30]([C:35]([OH:37])=[O:36])=[CH:31][CH:32]=[CH:33][CH:34]=4)=[CH:25][CH:24]=2)[N:17]=[C:16]3[CH3:42])=[O:12])[CH3:9])=[CH:4][CH:3]=1. (3) Given the reactants C(OC([N:8]1[CH2:24][CH2:23][N:11]2[CH2:12][C:13]3[C:18]([C@@H:10]2[CH2:9]1)=[CH:17][CH:16]=[CH:15][C:14]=3[C:19]([F:22])([F:21])[F:20])=O)(C)(C)C.[ClH:25], predict the reaction product. The product is: [ClH:25].[ClH:25].[F:21][C:19]([F:20])([F:22])[C:14]1[CH:15]=[CH:16][CH:17]=[C:18]2[C:13]=1[CH2:12][N:11]1[CH2:23][CH2:24][NH:8][CH2:9][C@H:10]12. (4) Given the reactants [Cl:1][C:2]1[CH:3]=[C:4]([CH2:17][N:18]2[C:22]([CH3:23])=[CH:21][C:20](C(O)=O)=[N:19]2)[C:5]2[O:9][C:8]([C:10]3[CH:15]=[CH:14][CH:13]=[CH:12][CH:11]=3)=[CH:7][C:6]=2[CH:16]=1.C1(P(N=[N+]=[N-])(C2C=CC=CC=2)=O)C=CC=CC=1.CC[N:46](CC)CC.[CH3:51][Si:52]([CH2:55]O)([CH3:54])[CH3:53].C[CH2:58][O:59][C:60](C)=[O:61], predict the reaction product. The product is: [Cl:1][C:2]1[CH:3]=[C:4]([CH2:17][N:18]2[C:22]([CH3:23])=[CH:21][C:20]([NH:46][C:60](=[O:61])[O:59][CH2:58][CH2:55][Si:52]([CH3:51])([CH3:53])[CH3:54])=[N:19]2)[C:5]2[O:9][C:8]([C:10]3[CH:11]=[CH:12][CH:13]=[CH:14][CH:15]=3)=[CH:7][C:6]=2[CH:16]=1. (5) Given the reactants C(OC([N:8]1[CH2:13][CH2:12][N:11]([C:14]([C:16]2[C:24]3[C:19](=[N:20][CH:21]=[CH:22][C:23]=3[CH2:25][CH2:26][CH3:27])[N:18]([C:28]3[CH:33]=[CH:32][CH:31]=[CH:30][CH:29]=3)[C:17]=2[CH2:34][C:35]2[CH:40]=[CH:39][CH:38]=[C:37]([F:41])[C:36]=2[CH3:42])=[O:15])[CH2:10][CH2:9]1)=O)(C)(C)C.Cl.Cl.Cl.FC1C(C)=C(C=CC=1)CC1N(C2C=CC=CC=2)C2=NC=CC(CCC)=C2C=1C(N1CCNCC1)=O, predict the reaction product. The product is: [F:41][C:37]1[C:36]([CH3:42])=[C:35]([CH:40]=[CH:39][CH:38]=1)[CH2:34][C:17]1[N:18]([C:28]2[CH:29]=[CH:30][CH:31]=[CH:32][CH:33]=2)[C:19]2=[N:20][CH:21]=[CH:22][C:23]([CH2:25][CH2:26][CH3:27])=[C:24]2[C:16]=1[C:14]([N:11]1[CH2:10][CH2:9][NH:8][CH2:13][CH2:12]1)=[O:15]. (6) Given the reactants Br[C:2]1[CH:9]=[CH:8][C:5]([C:6]#[N:7])=[C:4]([F:10])[CH:3]=1.[O:11]=[C:12]1[CH2:21][CH2:20][C:19]2[C:14](=[CH:15][CH:16]=[C:17](B(O)O)[CH:18]=2)[NH:13]1.C(=O)([O-])[O-].[Na+].[Na+], predict the reaction product. The product is: [F:10][C:4]1[CH:3]=[C:2]([C:17]2[CH:18]=[C:19]3[C:14](=[CH:15][CH:16]=2)[NH:13][C:12](=[O:11])[CH2:21][CH2:20]3)[CH:9]=[CH:8][C:5]=1[C:6]#[N:7]. (7) Given the reactants [CH3:1][O:2][C:3](=[O:13])[C@@H:4]([CH2:6][C:7]1[CH:12]=[CH:11][CH:10]=[CH:9][CH:8]=1)[NH2:5].C(N(C(C)C)CC)(C)C.Cl[C:24](Cl)([O:26]C(=O)OC(Cl)(Cl)Cl)Cl.[Cl-].[Al+3].[Cl-].[Cl-], predict the reaction product. The product is: [O:26]=[C:24]1[C:12]2[C:7](=[CH:8][CH:9]=[CH:10][CH:11]=2)[CH2:6][C@H:4]([C:3]([O:2][CH3:1])=[O:13])[NH:5]1. (8) Given the reactants [NH:1]1[CH2:6][CH2:5][CH:4]([N:7]2[C:15]3[C:10](=[N:11][CH:12]=[CH:13][CH:14]=3)[NH:9][C:8]2=[O:16])[CH2:3][CH2:2]1.[CH2:17]([O:24][C:25]1[C:30]([CH3:31])=[CH:29][C:28]([C:32]([C:34]2[CH:39]=[C:38](Cl)[N:37]=[CH:36][N:35]=2)=[O:33])=[CH:27][C:26]=1[CH3:41])[C:18]1[CH:23]=[CH:22][CH:21]=[CH:20][CH:19]=1, predict the reaction product. The product is: [CH2:17]([O:24][C:25]1[C:26]([CH3:41])=[CH:27][C:28]([C:32]([C:34]2[N:35]=[CH:36][N:37]=[C:38]([N:1]3[CH2:2][CH2:3][CH:4]([N:7]4[C:15]5[C:10](=[N:11][CH:12]=[CH:13][CH:14]=5)[NH:9][C:8]4=[O:16])[CH2:5][CH2:6]3)[CH:39]=2)=[O:33])=[CH:29][C:30]=1[CH3:31])[C:18]1[CH:19]=[CH:20][CH:21]=[CH:22][CH:23]=1.